This data is from Full USPTO retrosynthesis dataset with 1.9M reactions from patents (1976-2016). The task is: Predict the reactants needed to synthesize the given product. (1) Given the product [CH2:31]([NH:30][C:28](=[O:29])[C:27]1[CH:26]=[CH:25][C:24]([C:23]([C:35]2[CH:40]=[CH:39][CH:38]=[CH:37][CH:36]=2)=[C:18]2[CH2:19][CH:20]3[N:15]([CH2:14][C:12]4[NH:13][N:11]=[N:10][N:9]=4)[CH:16]([CH2:22][CH2:21]3)[CH2:17]2)=[CH:34][CH:33]=1)[CH3:32], predict the reactants needed to synthesize it. The reactants are: C[Al](C)C.[Si]([N:9]=[N+:10]=[N-:11])(C)(C)C.[C:12]([CH2:14][N:15]1[CH:20]2[CH2:21][CH2:22][CH:16]1[CH2:17][C:18](=[C:23]([C:35]1[CH:40]=[CH:39][CH:38]=[CH:37][CH:36]=1)[C:24]1[CH:34]=[CH:33][C:27]([C:28]([NH:30][CH2:31][CH3:32])=[O:29])=[CH:26][CH:25]=1)[CH2:19]2)#[N:13].Cl. (2) Given the product [N+:1]([C:4]1[C:5]([CH2:10][C:11]([O:13][CH2:14][CH3:15])=[O:12])=[N:6][CH:7]=[CH:8][CH:9]=1)([O-:3])=[O:2], predict the reactants needed to synthesize it. The reactants are: [N+:1]([C:4]1[C:5]([CH:10](C(OC(C)(C)C)=O)[C:11]([O:13][CH2:14][CH3:15])=[O:12])=[N:6][CH:7]=[CH:8][CH:9]=1)([O-:3])=[O:2].FC(F)(F)C(O)=O. (3) The reactants are: CN(C(ON1N=N[C:11]2[CH:12]=[CH:13][CH:14]=[CH:15][C:10]1=2)=[N+](C)C)C.[B-](F)(F)(F)F.[F:23][C:24]1[CH:29]=[CH:28][C:27]([N:30]2[C:33](=[O:34])[C@H:32]([S:35][CH2:36][C:37]([C:39]3[CH:44]=[CH:43][C:42]([F:45])=[CH:41][CH:40]=3)=[O:38])[C@H:31]2[C:46]2[CH:60]=[CH:59][C:49]([O:50][CH2:51][C:52]([NH:54][CH2:55][C:56]([OH:58])=O)=[O:53])=[CH:48][CH:47]=2)=[CH:26][CH:25]=1.[CH3:61][N:62]1CCOCC1.[BH4-].[Na+].[C:70]([O-:73])(=[O:72])[CH3:71].[NH4+]. Given the product [F:23][C:24]1[CH:25]=[CH:26][C:27]([N:30]2[C:33](=[O:34])[C@H:32]([S:35][CH2:36][CH:37]([C:39]3[CH:40]=[CH:41][C:42]([F:45])=[CH:43][CH:44]=3)[OH:38])[C@H:31]2[C:46]2[CH:47]=[CH:48][C:49]([O:50][CH2:51][C:52]([NH:54][CH2:55][C:56]([N:62]([CH2:61][C:10]3[CH:11]=[CH:12][CH:13]=[CH:14][CH:15]=3)[CH2:71][C:70]([OH:73])=[O:72])=[O:58])=[O:53])=[CH:59][CH:60]=2)=[CH:28][CH:29]=1, predict the reactants needed to synthesize it. (4) Given the product [CH3:1][C:2]1([CH3:42])[C:10]2[C:5](=[CH:6][CH:7]=[CH:8][CH:9]=2)[N:4]([CH:11]2[CH2:12][CH2:13][N:14]([C:17](=[O:40])[C@@H:18]([N:27]([CH3:45])[S:28]([C:31]3[CH:36]=[CH:35][CH:34]=[CH:33][C:32]=3[N+:37]([O-:39])=[O:38])(=[O:30])=[O:29])[CH2:19][CH2:20][C:21]3[CH:26]=[CH:25][CH:24]=[CH:23][CH:22]=3)[CH2:15][CH2:16]2)[C:3]1=[O:41], predict the reactants needed to synthesize it. The reactants are: [CH3:1][C:2]1([CH3:42])[C:10]2[C:5](=[CH:6][CH:7]=[CH:8][CH:9]=2)[N:4]([CH:11]2[CH2:16][CH2:15][N:14]([C:17](=[O:40])[C@@H:18]([NH:27][S:28]([C:31]3[CH:36]=[CH:35][CH:34]=[CH:33][C:32]=3[N+:37]([O-:39])=[O:38])(=[O:30])=[O:29])[CH2:19][CH2:20][C:21]3[CH:26]=[CH:25][CH:24]=[CH:23][CH:22]=3)[CH2:13][CH2:12]2)[C:3]1=[O:41].CO.[C:45]1(P(C2C=CC=CC=2)C2C=CC=CC=2)C=CC=CC=1.N(C(OCC)=O)=NC(OCC)=O.C1(P(=O)(C2C=CC=CC=2)C2C=CC=CC=2)C=CC=CC=1. (5) Given the product [N:47]1([CH2:54][CH2:13][N:14]2[CH2:15][CH2:16][CH:17]([NH:20][C:21]([C:23]3[NH:24][C:25]4[C:30]([CH:31]=3)=[C:29]([O:32][CH2:33][C:34]3[C:38]5[CH:39]=[C:40]([Cl:43])[CH:41]=[CH:42][C:37]=5[O:36][CH:35]=3)[CH:28]=[CH:27][CH:26]=4)=[O:22])[CH2:18][CH2:19]2)[CH2:53][CH2:52][CH2:51][CH2:50][CH2:49][CH2:48]1, predict the reactants needed to synthesize it. The reactants are: Cl.Cl.[C@H]1([CH2:13][N:14]2[CH2:19][CH2:18][CH:17]([NH:20][C:21]([C:23]3[NH:24][C:25]4[C:30]([CH:31]=3)=[C:29]([O:32][CH2:33][C:34]3[C:38]5[CH:39]=[C:40]([Cl:43])[CH:41]=[CH:42][C:37]=5[O:36][CH:35]=3)[CH:28]=[CH:27][CH:26]=4)=[O:22])[CH2:16][CH2:15]2)[C@@H]2N(CCCC2)CCC1.Cl.Cl.Cl.[N:47]1([CH2:54]CN2CCC(N)CC2)[CH2:53][CH2:52][CH2:51][CH2:50][CH2:49][CH2:48]1. (6) Given the product [Br:1][C:2]1[CH:3]=[C:4]([C:11]([O:13][CH3:14])=[O:12])[C:5]2[CH:6]=[N:7][N:8]([CH:18]3[CH2:22][CH2:21][CH2:20][CH2:19]3)[C:9]=2[CH:10]=1, predict the reactants needed to synthesize it. The reactants are: [Br:1][C:2]1[CH:3]=[C:4]([C:11]([O:13][CH3:14])=[O:12])[C:5]2[CH:6]=[N:7][NH:8][C:9]=2[CH:10]=1.[H-].[Na+].I[CH:18]1[CH2:22][CH2:21][CH2:20][CH2:19]1. (7) Given the product [CH:1]1([CH2:7][C@H:8]([N:12]2[CH2:16][C:15]([O:17][C:18]3[CH:23]=[CH:22][CH:21]=[C:20]([F:24])[CH:19]=3)=[CH:14][C:13]2=[O:25])[C:9]([NH:66][C:63]2[CH:64]=[CH:65][N:61]([CH2:60][C:59]([OH:58])([CH3:89])[CH3:27])[N:62]=2)=[O:11])[CH2:6][CH2:5][CH2:4][CH2:3][CH2:2]1, predict the reactants needed to synthesize it. The reactants are: [CH:1]1([CH2:7][C@H:8]([N:12]2[CH2:16][C:15]([O:17][C:18]3[CH:23]=[CH:22][CH:21]=[C:20]([F:24])[CH:19]=3)=[CH:14][C:13]2=[O:25])[C:9]([OH:11])=O)[CH2:6][CH2:5][CH2:4][CH2:3][CH2:2]1.Cl.[CH3:27]N(C)CCCN=C=NCC.C(N(CC)C(C)C)(C)C.ON1C2C=CC=CC=2N=N1.Cl.[OH:58][C@@H:59]([CH2:89]O)[CH2:60][N:61]1[CH:65]=[CH:64][C:63]([NH:66]C(=O)[C@@H](N2CC(OC3C=CC=C(Cl)C=3Cl)=CC2=O)CC(C)C)=[N:62]1. (8) Given the product [OH:9][CH2:7][CH:4]1[CH2:3][CH2:2][N:1]([C:26]([O:25][CH2:24][C:21]2[CH:22]=[CH:23][CH:18]=[CH:19][CH:20]=2)=[O:27])[CH2:6][CH2:5]1, predict the reactants needed to synthesize it. The reactants are: [NH:1]1[CH2:6][CH2:5][CH:4]([C:7]([O:9]CC)=O)[CH2:3][CH2:2]1.C([O-])([O-])=O.[K+].[K+].[CH:18]1[CH:23]=[CH:22][C:21]([CH2:24][O:25][C:26](Cl)=[O:27])=[CH:20][CH:19]=1. (9) Given the product [NH2:1][C:2]1[C:7]([C:8]#[N:9])=[C:6]([NH:10][C@H:11]([C:13]2[N:17]([CH3:18])[C:16]3[C:19]([C:27]4[CH:26]=[N:25][CH:30]=[CH:29][CH:28]=4)=[C:20]([F:23])[CH:21]=[CH:22][C:15]=3[N:14]=2)[CH3:12])[N:5]=[CH:4][N:3]=1, predict the reactants needed to synthesize it. The reactants are: [NH2:1][C:2]1[C:7]([C:8]#[N:9])=[C:6]([NH:10][C@H:11]([C:13]2[N:17]([CH3:18])[C:16]3[C:19](Br)=[C:20]([F:23])[CH:21]=[CH:22][C:15]=3[N:14]=2)[CH3:12])[N:5]=[CH:4][N:3]=1.[N:25]1[CH:30]=[CH:29][CH:28]=[C:27](B(O)O)[CH:26]=1.C(=O)([O-])[O-].[Cs+].[Cs+]. (10) Given the product [CH3:1][O:2][CH2:3][CH2:4][O:5][CH2:6][CH2:7][O:8][S:18]([C:15]1[CH:16]=[CH:17][C:12]([CH3:11])=[CH:13][CH:14]=1)(=[O:20])=[O:19], predict the reactants needed to synthesize it. The reactants are: [CH3:1][O:2][CH2:3][CH2:4][O:5][CH2:6][CH2:7][OH:8].[OH-].[Na+].[CH3:11][C:12]1[CH:17]=[CH:16][C:15]([S:18](Cl)(=[O:20])=[O:19])=[CH:14][CH:13]=1.